Dataset: Full USPTO retrosynthesis dataset with 1.9M reactions from patents (1976-2016). Task: Predict the reactants needed to synthesize the given product. (1) Given the product [CH3:1][CH:2]1[CH2:7][NH:6][C:5]2[CH:8]=[C:9]([O:12][C@H:22]3[CH2:18][CH2:19][N:20]([C:23]([CH:25]4[CH2:30][CH2:29][O:28][CH2:27][CH2:26]4)=[O:24])[CH2:21]3)[CH:10]=[CH:11][C:4]=2[O:3]1, predict the reactants needed to synthesize it. The reactants are: [CH3:1][CH:2]1[CH2:7][NH:6][C:5]2[CH:8]=[C:9]([OH:12])[CH:10]=[CH:11][C:4]=2[O:3]1.CS(O[C@@H:18]1[CH2:22][CH2:21][N:20]([C:23]([CH:25]2[CH2:30][CH2:29][O:28][CH2:27][CH2:26]2)=[O:24])[CH2:19]1)(=O)=O.[H-].[Na+]. (2) Given the product [C:30]([C:29]1[CH:32]=[CH:33][C:26]([O:25][CH2:24][CH2:23][CH2:22][N:12]2[CH2:11][CH2:10][CH:9]([NH:8][C:6](=[O:7])[O:5][C:1]([CH3:4])([CH3:2])[CH3:3])[CH2:14][CH2:13]2)=[CH:27][CH:28]=1)#[N:31], predict the reactants needed to synthesize it. The reactants are: [C:1]([O:5][C:6]([NH:8][CH:9]1[CH2:14][CH2:13][NH:12][CH2:11][CH2:10]1)=[O:7])([CH3:4])([CH3:3])[CH3:2].C(=O)([O-])[O-].[K+].[K+].Br[CH2:22][CH2:23][CH2:24][O:25][C:26]1[CH:33]=[CH:32][C:29]([C:30]#[N:31])=[CH:28][CH:27]=1.O. (3) Given the product [Cl:38][C:35]1[CH:36]=[CH:37][C:32]([CH:23]([C:24]2[CH:31]=[CH:30][CH:29]=[C:26]([C:27]#[N:28])[CH:25]=2)[N:1]2[CH2:4][CH:3]([CH:5]([C:10]3[CH:11]=[C:12]([CH:18]=[C:19]([F:21])[CH:20]=3)[C:13]([O:15][CH2:16][CH3:17])=[O:14])[C:6]([F:9])([CH3:8])[CH3:7])[CH2:2]2)=[CH:33][CH:34]=1, predict the reactants needed to synthesize it. The reactants are: [NH:1]1[CH2:4][CH:3]([CH:5]([C:10]2[CH:11]=[C:12]([CH:18]=[C:19]([F:21])[CH:20]=2)[C:13]([O:15][CH2:16][CH3:17])=[O:14])[C:6]([F:9])([CH3:8])[CH3:7])[CH2:2]1.Br[CH:23]([C:32]1[CH:37]=[CH:36][C:35]([Cl:38])=[CH:34][CH:33]=1)[C:24]1[CH:25]=[C:26]([CH:29]=[CH:30][CH:31]=1)[C:27]#[N:28].CCN(C(C)C)C(C)C. (4) Given the product [F:8][C:7]1[CH:6]=[CH:5][C:4]([C:9]2[NH:10][CH:11]=[N:12][C:13]=2[C:14]2[CH:19]=[CH:18][CH:17]=[C:16]([CH3:20])[N:15]=2)=[CH:3][C:2]=1[C:37]1[CH:50]=[N:51][N:39]([CH3:40])[CH:38]=1, predict the reactants needed to synthesize it. The reactants are: Br[C:2]1[CH:3]=[C:4]([C:9]2[N:10]=[CH:11][N:12](COCC[Si](C)(C)C)[C:13]=2[C:14]2[CH:19]=[CH:18][CH:17]=[C:16]([CH3:20])[N:15]=2)[CH:5]=[CH:6][C:7]=1[F:8].BrC1C=C([C:37]2([C:50]3C=CC=C(C)[N:51]=3)N(COCC[Si](C)(C)C)[CH2:40][N:39]=[CH:38]2)C=CC=1F.CN1C=C(B2OC(C)(C)C(C)(C)O2)C=N1.C(=O)([O-])[O-].[Na+].[Na+].